From a dataset of Forward reaction prediction with 1.9M reactions from USPTO patents (1976-2016). Predict the product of the given reaction. (1) The product is: [CH2:54]([CH:53]([CH2:70][CH2:71][CH2:72][CH2:39][CH2:38][CH3:37])[C:52]([OH:61])=[O:60])[CH2:55][CH2:56][CH2:57][CH2:58][CH2:59][CH2:64][CH2:65][CH2:66][CH2:67][CH2:79][CH3:80].[OH:36][CH2:37][CH:38]([CH2:39][OH:40])[OH:41].[OH:36][CH2:37][CH:38]([CH2:39][OH:40])[OH:41].[OH:36][CH2:37][CH:38]([CH2:39][OH:40])[OH:41].[OH:36][CH2:37][CH:38]([CH2:39][OH:40])[OH:41].[OH:36][CH2:37][CH:38]([CH2:39][OH:40])[OH:41].[OH:36][CH2:37][CH:38]([CH2:39][OH:40])[OH:41].[OH:36][CH2:37][CH:38]([CH2:39][OH:40])[OH:41].[OH:36][CH2:37][CH:38]([CH2:39][OH:40])[OH:41].[OH:36][CH2:37][CH:38]([CH2:39][OH:40])[OH:41].[OH:36][CH2:37][CH:38]([CH2:39][OH:40])[OH:41]. Given the reactants C(O)C(O)C[O:36][CH2:37][CH:38]([OH:41])[CH2:39][O:40]CC(O)C[O:36][CH2:37][CH:38]([OH:41])[CH2:39][O:40]CC(O)C[O:36][CH2:37][CH:38]([OH:41])[CH2:39][O:40]CC(O)C[O:36][CH2:37][CH:38]([OH:41])[CH2:39][O:40]CC(O)C[O:36][CH2:37][CH:38]([OH:41])[CH2:39][OH:40].[C:52]([OH:61])(=[O:60])[CH2:53][CH2:54][CH2:55][CH2:56][CH2:57][CH2:58][CH3:59].ON1[C:67](=O)[CH2:66][CH2:65][C:64]1=O.[CH3:70][CH:71](N=C=NC(C)C)[CH3:72].[CH2:79]1COC[CH2:80]1, predict the reaction product. (2) Given the reactants [Br:1][C:2]1[CH:7]=[CH:6][C:5]([C:8](=[O:11])[CH2:9]Cl)=[CH:4][C:3]=1[F:12].[CH3:13][O:14][C:15]([NH:17][C@@H:18]1[CH:26]2[C:27](=[O:34])[CH2:28][C@H:29]([C:31]([OH:33])=[O:32])[CH2:30][N:24]3[C:25]2=[C:21]([CH:22]=[CH:23]3)[CH2:20][CH2:19]1)=[O:16].CCN(C(C)C)C(C)C, predict the reaction product. The product is: [Br:1][C:2]1[CH:7]=[CH:6][C:5]([C:8](=[O:11])[CH2:9][O:33][C:31]([C@@H:29]2[CH2:30][N:24]3[C:25]4[CH:26]([C@@H:18]([NH:17][C:15]([O:14][CH3:13])=[O:16])[CH2:19][CH2:20][C:21]=4[CH:22]=[CH:23]3)[C:27](=[O:34])[CH2:28]2)=[O:32])=[CH:4][C:3]=1[F:12]. (3) Given the reactants N1([C:13](=O)[C:12]2N(C)C=N[C:7]=2N(C)C1=O)C.N1([C:26](=O)[C:25]2NC=N[C:21]=2N(C)C1=O)C.N1C(=O)C2N(C)C=NC=2N(C)C1=O.N1(C(=O)C2N(C)C=NC=2NC1=O)C.CN1C2C(=O)NC(=O)NC=2N=C1.CN1C2N=CNC=2C(=O)NC1=O.N1C(=O)C2NC=NC=2NC1=O.C([O-])(=O)C.[NH4+].[CH3:94][C:95](=O)[CH2:96][C:97](=O)C, predict the reaction product. The product is: [CH:12]1[C:13]2[C:26](=[CH:94][CH:95]=[CH:96][CH:97]=2)[CH:25]=[CH:21][CH:7]=1. (4) The product is: [CH3:17][C:15]1[N:16]=[C:4]2[N:3]=[C:2]([C:23]3[CH:24]=[CH:25][C:20]([CH:18]=[O:19])=[CH:21][CH:22]=3)[C:7]([C:8]3[CH:13]=[CH:12][CH:11]=[CH:10][CH:9]=3)=[CH:6][N:5]2[N:14]=1. Given the reactants Cl[C:2]1[C:7]([C:8]2[CH:13]=[CH:12][CH:11]=[CH:10][CH:9]=2)=[CH:6][N:5]2[N:14]=[C:15]([CH3:17])[N:16]=[C:4]2[N:3]=1.[CH:18]([C:20]1[CH:25]=[CH:24][C:23](B(O)O)=[CH:22][CH:21]=1)=[O:19].C(=O)([O-])[O-].[Na+].[Na+], predict the reaction product. (5) Given the reactants [CH3:1][C:2]1[CH:10]=[CH:9][C:5]([C:6]([OH:8])=[O:7])=[CH:4][C:3]=1[N+:11]([O-:13])=[O:12].OS(O)(=O)=O.[CH3:19]O, predict the reaction product. The product is: [CH3:19][O:7][C:6](=[O:8])[C:5]1[CH:9]=[CH:10][C:2]([CH3:1])=[C:3]([N+:11]([O-:13])=[O:12])[CH:4]=1.